From a dataset of Full USPTO retrosynthesis dataset with 1.9M reactions from patents (1976-2016). Predict the reactants needed to synthesize the given product. (1) Given the product [Br:1][C:2]1[CH:16]=[CH:15][C:14]([C:27](=[O:28])[CH2:26][Cl:25])=[CH:13][C:3]=1[CH2:4][O:5][Si:6]([C:9]([CH3:12])([CH3:11])[CH3:10])([CH3:8])[CH3:7], predict the reactants needed to synthesize it. The reactants are: [Br:1][C:2]1[CH:16]=[CH:15][C:14](I)=[CH:13][C:3]=1[CH2:4][O:5][Si:6]([C:9]([CH3:12])([CH3:11])[CH3:10])([CH3:8])[CH3:7].C([Mg]Cl)(C)C.[Cl-].[Li+].[Cl:25][CH2:26][C:27](N(OC)C)=[O:28]. (2) Given the product [CH3:11][C:12]12[CH2:4][CH:17]1[CH2:16][CH2:15][C:14]([CH3:23])([CH2:18][CH:19]=[C:20]([CH3:22])[CH3:21])[C:13]2=[O:24], predict the reactants needed to synthesize it. The reactants are: [H-].[Na+].[I-].[CH3:4][S+](C)(C)=O.[H][H].[CH3:11][C:12]1[C:13](=[O:24])[C:14]([CH3:23])([CH2:18][CH:19]=[C:20]([CH3:22])[CH3:21])[CH2:15][CH2:16][CH:17]=1.